Dataset: Forward reaction prediction with 1.9M reactions from USPTO patents (1976-2016). Task: Predict the product of the given reaction. (1) Given the reactants [Br:1][C:2]1[CH:7]=[CH:6][C:5]([CH2:8][C:9]#N)=[C:4]([Cl:11])[CH:3]=1.[CH3:12]I.[H-].[Na+].O.C[N:18]([CH:20]=O)C, predict the reaction product. The product is: [Br:1][C:2]1[CH:7]=[CH:6][C:5]([C:8]([CH3:12])([CH3:9])[C:20]#[N:18])=[C:4]([Cl:11])[CH:3]=1. (2) Given the reactants CO[C:3](=[O:40])[C:4]1[CH:9]=[CH:8][C:7]([C:10]([N:12]2[CH2:39][CH2:38][C:15]3[N:16]=[C:17]([NH:25][C@H:26]([C:28]4[CH:33]=[CH:32][C:31]([C:34]([F:37])([F:36])[F:35])=[CH:30][CH:29]=4)[CH3:27])[N:18]([CH2:21][CH2:22][C:23]#[CH:24])[C:19](=[O:20])[C:14]=3[CH2:13]2)=[O:11])=[CH:6][CH:5]=1.[OH-].[Na+].[Cl-].[NH4+].C1C=CC2N(O)N=NC=2C=1.C[CH2:56][N:57]=[C:58]=NCCCN(C)C.Cl.CNC, predict the reaction product. The product is: [CH2:21]([N:18]1[C:19](=[O:20])[C:14]2[CH2:13][N:12]([C:10]([C:7]3[CH:8]=[CH:9][C:4]([C:3]([N:57]([CH3:58])[CH3:56])=[O:40])=[CH:5][CH:6]=3)=[O:11])[CH2:39][CH2:38][C:15]=2[N:16]=[C:17]1[NH:25][C@H:26]([C:28]1[CH:33]=[CH:32][C:31]([C:34]([F:36])([F:35])[F:37])=[CH:30][CH:29]=1)[CH3:27])[CH2:22][C:23]#[CH:24]. (3) The product is: [C:27]1([S:24]([N:23]2[C:2]3[C:3](=[C:4]([N:8]4[CH2:13][CH2:12][N:11]([C:14]([O:16][C:17]([CH3:20])([CH3:19])[CH3:18])=[O:15])[CH2:10][CH2:9]4)[CH:5]=[CH:6][CH:7]=3)[CH:21]=[N:22]2)(=[O:26])=[O:25])[CH:32]=[CH:31][CH:30]=[CH:29][CH:28]=1. Given the reactants Cl[C:2]1[C:3](/[CH:21]=[N:22]\[NH:23][S:24]([C:27]2[CH:32]=[CH:31][CH:30]=[CH:29][CH:28]=2)(=[O:26])=[O:25])=[C:4]([N:8]2[CH2:13][CH2:12][N:11]([C:14]([O:16][C:17]([CH3:20])([CH3:19])[CH3:18])=[O:15])[CH2:10][CH2:9]2)[CH:5]=[CH:6][CH:7]=1.C([O-])([O-])=O.[K+].[K+], predict the reaction product. (4) The product is: [CH3:13][O:12][C:9]1[CH2:10][N:4]([CH:1]([CH3:3])[CH3:2])[C:7](=[O:6])[CH:8]=1. Given the reactants [CH:1]([NH2:4])([CH3:3])[CH3:2].C[O:6][C:7](=O)/[CH:8]=[C:9](/[O:12][CH3:13])\[CH2:10]Cl, predict the reaction product. (5) Given the reactants [F:1][C:2]1[CH:21]=[CH:20][C:5]([CH2:6][O:7][CH2:8][CH2:9][CH2:10][CH2:11][C@@H:12]([N:17]=[N+]=[N-])[C:13]([O:15][CH3:16])=[O:14])=[CH:4][C:3]=1[CH3:22], predict the reaction product. The product is: [F:1][C:2]1[CH:21]=[CH:20][C:5]([CH2:6][O:7][CH2:8][CH2:9][CH2:10][CH2:11][C@@H:12]([NH2:17])[C:13]([O:15][CH3:16])=[O:14])=[CH:4][C:3]=1[CH3:22]. (6) Given the reactants [CH2:1]([O:8][C:9]1[CH:10]=[N:11][CH:12]=[C:13](Br)[CH:14]=1)[C:2]1[CH:7]=[CH:6][CH:5]=[CH:4][CH:3]=1.C([Mg]Cl)(C)C.CN(C)[CH:23]=[O:24], predict the reaction product. The product is: [CH2:1]([O:8][C:9]1[CH:10]=[N:11][CH:12]=[C:13]([CH:23]=[O:24])[CH:14]=1)[C:2]1[CH:7]=[CH:6][CH:5]=[CH:4][CH:3]=1. (7) The product is: [CH3:1][N:2]([CH3:18])[CH2:3][CH2:4][N:5]1[C:14]2[C:9](=[CH:10][CH:11]=[C:12]([NH2:15])[CH:13]=2)[CH2:8][CH2:7][CH2:6]1. Given the reactants [CH3:1][N:2]([CH3:18])[CH2:3][CH2:4][N:5]1[C:14]2[C:9](=[CH:10][CH:11]=[C:12]([N+:15]([O-])=O)[CH:13]=2)[CH2:8][CH2:7][CH2:6]1, predict the reaction product.